Predict the product of the given reaction. From a dataset of Forward reaction prediction with 1.9M reactions from USPTO patents (1976-2016). (1) Given the reactants I[C:2]1[CH:26]=[CH:25][CH:24]=[CH:23][C:3]=1[CH2:4][O:5][NH:6][C:7](=[O:22])[C:8]1[CH:13]=[CH:12][CH:11]=[CH:10][C:9]=1[NH:14][CH2:15][C:16]1[CH:21]=[CH:20][N:19]=[CH:18][CH:17]=1.[S:27]1[CH:31]=[CH:30][CH:29]=[C:28]1B(O)O, predict the reaction product. The product is: [N:19]1[CH:20]=[CH:21][C:16]([CH2:15][NH:14][C:9]2[CH:10]=[CH:11][CH:12]=[CH:13][C:8]=2[C:7]([NH:6][O:5][CH2:4][C:3]2[CH:23]=[CH:24][CH:25]=[CH:26][C:2]=2[C:28]2[S:27][CH:31]=[CH:30][CH:29]=2)=[O:22])=[CH:17][CH:18]=1. (2) Given the reactants [CH3:1][C:2]1([C:7]2[O:11][C:10]([CH2:12][N:13]3[CH:17]=[CH:16][C:15]([NH2:18])=[N:14]3)=[CH:9][CH:8]=2)[O:6]CCO1.[CH3:19][O:20][C:21]1[CH:22]=[C:23](/[CH:27]=[CH:28]/[C:29](O)=[O:30])[CH:24]=[CH:25][CH:26]=1, predict the reaction product. The product is: [C:2]([C:7]1[O:11][C:10]([CH2:12][N:13]2[CH:17]=[CH:16][C:15]([NH:18][C:29](=[O:30])/[CH:28]=[CH:27]/[C:23]3[CH:24]=[CH:25][CH:26]=[C:21]([O:20][CH3:19])[CH:22]=3)=[N:14]2)=[CH:9][CH:8]=1)(=[O:6])[CH3:1]. (3) Given the reactants [CH3:1][O:2][C:3]1[C:12]2[C:7](=[C:8]([O:13][CH3:14])[CH:9]=[CH:10][CH:11]=2)[N:6]=[C:5]([C:15]([N:17]2[CH2:22][CH2:21][C:20]3([CH2:31][C:30](=[O:32])[C:29]4[C:24](=[CH:25][CH:26]=[C:27]([C:33]([O:35]CC5C=CC=CC=5)=[O:34])[CH:28]=4)[O:23]3)[CH2:19][CH2:18]2)=[O:16])[CH:4]=1.[OH-].[Na+], predict the reaction product. The product is: [CH3:1][O:2][C:3]1[C:12]2[C:7](=[C:8]([O:13][CH3:14])[CH:9]=[CH:10][CH:11]=2)[N:6]=[C:5]([C:15]([N:17]2[CH2:22][CH2:21][C:20]3([CH2:31][C:30](=[O:32])[C:29]4[C:24](=[CH:25][CH:26]=[C:27]([C:33]([OH:35])=[O:34])[CH:28]=4)[O:23]3)[CH2:19][CH2:18]2)=[O:16])[CH:4]=1. (4) Given the reactants Cl[C:2]1[C:7]([N+:8]([O-:10])=[O:9])=[CH:6][C:5]([Cl:11])=[CH:4][N:3]=1.[OH:12][C:13]1[CH:22]=[CH:21][CH:20]=[CH:19][C:14]=1[C:15]([O:17][CH3:18])=[O:16].C(=O)([O-])[O-].[K+].[K+], predict the reaction product. The product is: [Cl:11][C:5]1[CH:6]=[C:7]([N+:8]([O-:10])=[O:9])[C:2]([O:12][C:13]2[CH:22]=[CH:21][CH:20]=[CH:19][C:14]=2[C:15]([O:17][CH3:18])=[O:16])=[N:3][CH:4]=1. (5) Given the reactants I(C1C=CC=CC=1[C:6](O)=[O:7])(=O)=O.[CH3:13][O:14][C:15]1[CH:16]=[C:17]([OH:25])[CH:18]=[C:19]([O:23][CH3:24])[C:20]=1[O:21][CH3:22].[H][H].[C:28](=O)([O-])[O-].[K+].[K+].S(OC)(OC)(=O)=O, predict the reaction product. The product is: [CH3:24][O:23][C:19]1[CH:18]=[C:17]([O:25][CH3:28])[C:16]([O:7][CH3:6])=[C:15]([O:14][CH3:13])[C:20]=1[O:21][CH3:22]. (6) Given the reactants [Br:1][C:2]1[CH:14]=[CH:13][C:5]([O:6][CH2:7][CH2:8][CH2:9][C:10](O)=[O:11])=[CH:4][CH:3]=1.O=S(Cl)[Cl:17], predict the reaction product. The product is: [Br:1][C:2]1[CH:14]=[CH:13][C:5]([O:6][CH2:7][CH2:8][CH2:9][C:10]([Cl:17])=[O:11])=[CH:4][CH:3]=1. (7) The product is: [C:20]1([CH3:47])[CH:25]=[CH:24][C:23]([C:26]([C@:28]([C:44]([OH:46])=[O:45])([OH:43])[C@:29]([C:34]([C:36]2[CH:37]=[CH:38][C:39]([CH3:42])=[CH:40][CH:41]=2)=[O:35])([OH:33])[C:30]([OH:32])=[O:31])=[O:27])=[CH:22][CH:21]=1.[NH2:1][C:2]1[CH:7]=[CH:6][C:5]([Cl:8])=[CH:4][C:3]=1[C@@H:9]([C:11]1[CH:16]=[CH:15][CH:14]=[C:13]([O:17][CH3:18])[C:12]=1[Cl:19])[OH:10]. Given the reactants [NH2:1][C:2]1[CH:7]=[CH:6][C:5]([Cl:8])=[CH:4][C:3]=1[CH:9]([C:11]1[CH:16]=[CH:15][CH:14]=[C:13]([O:17][CH3:18])[C:12]=1[Cl:19])[OH:10].[C:20]1([CH3:47])[CH:25]=[CH:24][C:23]([C:26]([C@:28]([C:44]([OH:46])=[O:45])([OH:43])[C@:29]([C:34]([C:36]2[CH:41]=[CH:40][C:39]([CH3:42])=[CH:38][CH:37]=2)=[O:35])([OH:33])[C:30]([OH:32])=[O:31])=[O:27])=[CH:22][CH:21]=1, predict the reaction product. (8) Given the reactants [CH:1]1[C:5]2[C:6]([Cl:10])=[N:7][CH:8]=[N:9][C:4]=2[NH:3][CH:2]=1.[I:11]N1C(=O)CCC1=O, predict the reaction product. The product is: [Cl:10][C:6]1[C:5]2[C:1]([I:11])=[CH:2][NH:3][C:4]=2[N:9]=[CH:8][N:7]=1.